From a dataset of Catalyst prediction with 721,799 reactions and 888 catalyst types from USPTO. Predict which catalyst facilitates the given reaction. (1) Reactant: [Br:1][C:2]1[CH:3]=[C:4]([C:9]([OH:11])=[O:10])[C:5](Cl)=[N:6][CH:7]=1.[CH3:12][N:13]1[CH2:17][CH2:16][CH:15]([OH:18])[CH2:14]1.CC(C)([O-])C.[Na+]. Product: [Br:1][C:2]1[CH:3]=[C:4]([C:9]([OH:11])=[O:10])[C:5]([O:18][CH:15]2[CH2:16][CH2:17][N:13]([CH3:12])[CH2:14]2)=[N:6][CH:7]=1. The catalyst class is: 107. (2) Product: [O:30]=[C:4]1[C:3](=[CH:2][NH:44][C:41]2[CH:42]=[CH:43][C:38]([CH2:37][CH2:36][N:31]3[CH2:35][CH2:34][CH2:33][CH2:32]3)=[CH:39][CH:40]=2)[C:11]2[C:6](=[CH:7][C:8]([C:12]([C:14]3[CH:15]=[C:16]([NH:20][C:21]([C:23]4[N:24]([CH3:29])[N:25]=[C:26]([CH3:28])[CH:27]=4)=[O:22])[CH:17]=[CH:18][CH:19]=3)=[O:13])=[CH:9][CH:10]=2)[NH:5]1. The catalyst class is: 1. Reactant: O[CH:2]=[C:3]1[C:11]2[C:6](=[CH:7][C:8]([C:12]([C:14]3[CH:15]=[C:16]([NH:20][C:21]([C:23]4[N:24]([CH3:29])[N:25]=[C:26]([CH3:28])[CH:27]=4)=[O:22])[CH:17]=[CH:18][CH:19]=3)=[O:13])=[CH:9][CH:10]=2)[NH:5][C:4]1=[O:30].[N:31]1([CH2:36][CH2:37][C:38]2[CH:43]=[CH:42][C:41]([NH2:44])=[CH:40][CH:39]=2)[CH2:35][CH2:34][CH2:33][CH2:32]1. (3) Reactant: C(O[C:5](=[O:7])C)(=O)C.[NH2:8][C:9]1[CH:16]=[CH:15][C:14]([Cl:17])=[CH:13][C:10]=1[C:11]#[N:12].C(OCC)=O. Product: [Cl:17][C:14]1[CH:15]=[CH:16][C:9]([NH:8][CH:5]=[O:7])=[C:10]([C:11]#[N:12])[CH:13]=1. The catalyst class is: 106. (4) Reactant: [CH3:1][O:2][C:3](=[O:19])[CH:4]([O:16][CH2:17][CH3:18])[CH2:5][C:6]1[C:14]2[CH:13]=[CH:12][S:11][C:10]=2[C:9]([OH:15])=[CH:8][CH:7]=1.Cl[CH2:21][C:22]1[N:23]=[C:24]([C:28]2[CH:33]=[CH:32][C:31]([O:34][CH:35]([CH3:37])[CH3:36])=[CH:30][CH:29]=2)[O:25][C:26]=1[CH3:27].C(OC1C=CC(C=O)=CC=1)(C)C.O=P(Cl)(Cl)Cl.[H-].[Na+]. Product: [CH3:1][O:2][C:3](=[O:19])[CH:4]([O:16][CH2:17][CH3:18])[CH2:5][C:6]1[C:14]2[CH:13]=[CH:12][S:11][C:10]=2[C:9]([O:15][CH2:21][C:22]2[N:23]=[C:24]([C:28]3[CH:33]=[CH:32][C:31]([O:34][CH:35]([CH3:37])[CH3:36])=[CH:30][CH:29]=3)[O:25][C:26]=2[CH3:27])=[CH:8][CH:7]=1. The catalyst class is: 9. (5) Reactant: [CH3:1][O:2][C:3]([C:5]1[C:14]([OH:15])=[C:13]2[C:8]([CH:9]=[CH:10][C:11](=[O:23])[N:12]2[CH2:16][C:17]2[CH:22]=[CH:21][CH:20]=[CH:19][CH:18]=2)=[C:7](I)[N:6]=1)=[O:4].[CH3:25][Sn](C)(C)C.CCOC(C)=O.Cl. Product: [CH3:1][O:2][C:3]([C:5]1[C:14]([OH:15])=[C:13]2[C:8]([CH:9]=[CH:10][C:11](=[O:23])[N:12]2[CH2:16][C:17]2[CH:22]=[CH:21][CH:20]=[CH:19][CH:18]=2)=[C:7]([CH3:25])[N:6]=1)=[O:4]. The catalyst class is: 510.